Task: Predict the product of the given reaction.. Dataset: Forward reaction prediction with 1.9M reactions from USPTO patents (1976-2016) (1) Given the reactants [CH2:1]([N:8]1[CH2:12][C@:11]2([OH:18])[C:13](=O)[NH:14][C:15](=O)[C@@H:10]2[CH2:9]1)[C:2]1[CH:7]=[CH:6][CH:5]=[CH:4][CH:3]=1.[H-].[H-].[H-].[H-].[Li+].[Al+3], predict the reaction product. The product is: [CH2:1]([N:8]1[CH2:12][C@:11]2([OH:18])[C@@H:10]([CH2:15][NH:14][CH2:13]2)[CH2:9]1)[C:2]1[CH:3]=[CH:4][CH:5]=[CH:6][CH:7]=1. (2) Given the reactants [CH2:1]([O:4][C:5]1[C:14]2[C:15](=[O:27])[N:16]([CH2:19][C:20]3[CH:25]=[CH:24][C:23]([F:26])=[CH:22][CH:21]=3)[C:17](=[O:18])[C:13]=2[C:12]([O:28]COC)=[C:11]2[C:6]=1[CH:7]=[CH:8][CH:9]=[N:10]2)[CH:2]=[CH2:3].FC(F)(F)C(O)=O, predict the reaction product. The product is: [CH2:1]([O:4][C:5]1[C:14]2[C:15](=[O:27])[N:16]([CH2:19][C:20]3[CH:25]=[CH:24][C:23]([F:26])=[CH:22][CH:21]=3)[C:17](=[O:18])[C:13]=2[C:12]([OH:28])=[C:11]2[C:6]=1[CH:7]=[CH:8][CH:9]=[N:10]2)[CH:2]=[CH2:3]. (3) Given the reactants Cl[C:2]1[C:7]([C:8]#[N:9])=[CH:6][N:5]=[C:4]([S:10][CH3:11])[N:3]=1.Cl.[NH2:13][C@H:14]1[CH2:19][C@@H:18]([OH:20])[C@H:17]([CH3:21])[CH2:16][CH2:15]1.CCN(C(C)C)C(C)C, predict the reaction product. The product is: [OH:20][C@H:18]1[C@H:17]([CH3:21])[CH2:16][CH2:15][C@@H:14]([NH:13][C:2]2[C:7]([C:8]#[N:9])=[CH:6][N:5]=[C:4]([S:10][CH3:11])[N:3]=2)[CH2:19]1. (4) Given the reactants [CH2:1]([C:3]1[CH:4]=[C:5]([C:35]2[CH:40]=[CH:39][C:38]([C:41]([O:43]CC)=[O:42])=[CH:37][CH:36]=2)[CH:6]=[C:7]([NH:9][C:10]([N:12]2[CH2:34][CH2:33][C:15]3[N:16]=[C:17]([C:27]4[CH:28]=[N:29][CH:30]=[CH:31][CH:32]=4)[N:18]=[C:19]([C:20]4[CH:25]=[CH:24][CH:23]=[CH:22][C:21]=4[CH3:26])[C:14]=3[CH2:13]2)=[O:11])[CH:8]=1)[CH3:2].C1COCC1.CO.[Li+].[OH-], predict the reaction product. The product is: [CH2:1]([C:3]1[CH:4]=[C:5]([C:35]2[CH:36]=[CH:37][C:38]([C:41]([OH:43])=[O:42])=[CH:39][CH:40]=2)[CH:6]=[C:7]([NH:9][C:10]([N:12]2[CH2:34][CH2:33][C:15]3[N:16]=[C:17]([C:27]4[CH:28]=[N:29][CH:30]=[CH:31][CH:32]=4)[N:18]=[C:19]([C:20]4[CH:25]=[CH:24][CH:23]=[CH:22][C:21]=4[CH3:26])[C:14]=3[CH2:13]2)=[O:11])[CH:8]=1)[CH3:2].